This data is from Reaction yield outcomes from USPTO patents with 853,638 reactions. The task is: Predict the reaction yield, written as a fraction of the theoretical maximum amount of product (1.0 means a 100% yield; for example, 0.34 means a 34% yield). (1) The reactants are C(OC([N:8]1[CH2:14][CH2:13][C:12](=[O:15])[N:11]([CH2:16][CH2:17][CH2:18][N:19]2[CH2:24][CH2:23][CH2:22][CH2:21][CH2:20]2)[CH2:10][CH2:9]1)=O)(C)(C)C.Cl.CO. The catalyst is C(Cl)Cl. The product is [N:19]1([CH2:18][CH2:17][CH2:16][N:11]2[C:12](=[O:15])[CH2:13][CH2:14][NH:8][CH2:9][CH2:10]2)[CH2:20][CH2:21][CH2:22][CH2:23][CH2:24]1. The yield is 0.970. (2) The reactants are [NH2:1][C:2]1[CH:7]=[CH:6][C:5]([F:8])=[CH:4][C:3]=1[NH:9][C:10]1[N:18]=[C:17]2[C:13]([NH:14][C:15](=[O:30])[N:16]2[C@H:19]2[C:28]3[C:23](=[C:24]([F:29])[CH:25]=[CH:26][CH:27]=3)[O:22][CH2:21][CH2:20]2)=[C:12]([Cl:31])[N:11]=1.[CH3:32]OC(OC)OC.CS(O)(=O)=O. The catalyst is CO. The product is [Cl:31][C:12]1[N:11]=[C:10]([N:9]2[C:3]3[CH:4]=[C:5]([F:8])[CH:6]=[CH:7][C:2]=3[N:1]=[CH:32]2)[N:18]=[C:17]2[C:13]=1[NH:14][C:15](=[O:30])[N:16]2[C@H:19]1[C:28]2[C:23](=[C:24]([F:29])[CH:25]=[CH:26][CH:27]=2)[O:22][CH2:21][CH2:20]1. The yield is 0.620.